This data is from Peptide-MHC class II binding affinity with 134,281 pairs from IEDB. The task is: Regression. Given a peptide amino acid sequence and an MHC pseudo amino acid sequence, predict their binding affinity value. This is MHC class II binding data. (1) The peptide sequence is HDWILADKRPTAWFLHHHHHH. The MHC is DRB1_0701 with pseudo-sequence DRB1_0701. The binding affinity (normalized) is 0.567. (2) The peptide sequence is YQIAFSRGNRAFIAI. The MHC is DRB1_0405 with pseudo-sequence DRB1_0405. The binding affinity (normalized) is 0.697.